Dataset: Full USPTO retrosynthesis dataset with 1.9M reactions from patents (1976-2016). Task: Predict the reactants needed to synthesize the given product. (1) Given the product [CH2:26]([NH:28][C:29]([NH:4][C:3]1[CH:5]=[CH:6][C:7]([C:9]2[N:10]=[C:11]([N:19]3[CH2:24][CH2:23][O:22][CH2:21][C@@H:20]3[CH3:25])[C:12]3[CH2:17][N:16]([CH3:18])[CH2:15][C:13]=3[N:14]=2)=[CH:8][C:2]=1[F:1])=[O:30])[CH3:27], predict the reactants needed to synthesize it. The reactants are: [F:1][C:2]1[CH:8]=[C:7]([C:9]2[N:10]=[C:11]([N:19]3[CH2:24][CH2:23][O:22][CH2:21][C@@H:20]3[CH3:25])[C:12]3[CH2:17][N:16]([CH3:18])[CH2:15][C:13]=3[N:14]=2)[CH:6]=[CH:5][C:3]=1[NH2:4].[CH2:26]([N:28]=[C:29]=[O:30])[CH3:27]. (2) Given the product [Cl:1][C:2]1[C:3]([NH:19][CH:20]2[CH2:21][CH2:22][NH:23][CH2:24][CH2:25]2)=[N:4][C:5]([NH:8][C:9]2[CH:10]=[CH:11][C:12]3[C:16]([CH:17]=2)=[N:15][N:14]([CH3:18])[CH:13]=3)=[N:6][CH:7]=1, predict the reactants needed to synthesize it. The reactants are: [Cl:1][C:2]1[C:3]([NH:19][CH:20]2[CH2:25][CH2:24][N:23](C(OC(C)(C)C)=O)[CH2:22][CH2:21]2)=[N:4][C:5]([NH:8][C:9]2[CH:10]=[CH:11][C:12]3[C:16]([CH:17]=2)=[N:15][N:14]([CH3:18])[CH:13]=3)=[N:6][CH:7]=1.Cl. (3) Given the product [N:1]1[CH:6]=[CH:5][CH:4]=[CH:3][C:2]=1[C:7]1[N:11]=[C:10]([C:12]2[CH:13]=[C:14]([C:30]3[CH:31]=[N:32][CH:33]=[N:34][CH:35]=3)[CH:15]=[C:16]([C:18]#[N:19])[CH:17]=2)[O:9][N:8]=1, predict the reactants needed to synthesize it. The reactants are: [N:1]1[CH:6]=[CH:5][CH:4]=[CH:3][C:2]=1[C:7]1[N:11]=[C:10]([C:12]2[CH:17]=[C:16]([C:18]#[N:19])[CH:15]=[C:14](Br)[CH:13]=2)[O:9][N:8]=1.B1([C:30]2[CH:35]=[N:34][CH:33]=[N:32][CH:31]=2)OC(C)(C)C(C)(C)O1.C(=O)([O-])[O-].[Na+].[Na+].COCCOC. (4) Given the product [Si:1]([O:8][CH:9]1[C:14]2[CH:15]=[C:16]([C:18](=[N:20][OH:21])[NH2:19])[O:17][C:13]=2[CH2:12][CH2:11][CH2:10]1)([C:4]([CH3:7])([CH3:6])[CH3:5])([CH3:3])[CH3:2], predict the reactants needed to synthesize it. The reactants are: [Si:1]([O:8][CH:9]1[C:14]2[CH:15]=[C:16]([C:18]#[N:19])[O:17][C:13]=2[CH2:12][CH2:11][CH2:10]1)([C:4]([CH3:7])([CH3:6])[CH3:5])([CH3:3])[CH3:2].[NH2:20][OH:21]. (5) Given the product [ClH:8].[Cl:36][C:12]1[C:13]2[C:18](=[CH:17][C:16]([S:19]([NH:22][C:23]3[CH:35]=[CH:34][CH:33]=[CH:32][C:24]=3[C:25]([OH:27])=[O:26])(=[O:21])=[O:20])=[CH:15][CH:14]=2)[C:9]([NH:4][C:3]([NH2:5])=[NH:2])=[N:10][CH:11]=1, predict the reactants needed to synthesize it. The reactants are: Cl.[NH2:2][C:3]([NH2:5])=[NH:4].[H-].[Na+].[Cl:8][C:9]1[C:18]2[C:13](=[CH:14][CH:15]=[C:16]([S:19]([NH:22][C:23]3[CH:35]=[CH:34][CH:33]=[CH:32][C:24]=3[C:25]([O:27]C(C)(C)C)=[O:26])(=[O:21])=[O:20])[CH:17]=2)[C:12]([Cl:36])=[CH:11][N:10]=1.O.